From a dataset of Catalyst prediction with 721,799 reactions and 888 catalyst types from USPTO. Predict which catalyst facilitates the given reaction. (1) Reactant: [NH2:1][C:2]1[C:7]([C:8]([F:11])([F:10])[F:9])=[CH:6][C:5]([CH2:12][C@@H:13]([O:34][C:35]([N:37]2[CH2:42][CH2:41][CH:40]([N:43]3[CH2:49][CH2:48][C:47]4[CH:50]=[CH:51][CH:52]=[CH:53][C:46]=4[NH:45][C:44]3=[O:54])[CH2:39][CH2:38]2)=[O:36])[C:14]([N:16]2[CH2:21][CH2:20][N:19]([CH:22]3[CH2:27][CH2:26][N:25]([CH2:28][C:29]([O:31][CH2:32][CH3:33])=[O:30])[CH2:24][CH2:23]3)[CH2:18][CH2:17]2)=[O:15])=[CH:4][C:3]=1[Cl:55].[BrH:56]. Product: [BrH:56].[NH2:1][C:2]1[C:7]([C:8]([F:9])([F:11])[F:10])=[CH:6][C:5]([CH2:12][C@@H:13]([O:34][C:35]([N:37]2[CH2:38][CH2:39][CH:40]([N:43]3[CH2:49][CH2:48][C:47]4[CH:50]=[CH:51][CH:52]=[CH:53][C:46]=4[NH:45][C:44]3=[O:54])[CH2:41][CH2:42]2)=[O:36])[C:14]([N:16]2[CH2:17][CH2:18][N:19]([CH:22]3[CH2:23][CH2:24][N:25]([CH2:28][C:29]([O:31][CH2:32][CH3:33])=[O:30])[CH2:26][CH2:27]3)[CH2:20][CH2:21]2)=[O:15])=[CH:4][C:3]=1[Cl:55]. The catalyst class is: 32. (2) Reactant: [CH3:1][CH:2]([N:4]1[C:12](/[CH:13]=[CH:14]/[C@H:15]([OH:24])[CH2:16][C@H:17]([OH:23])[CH2:18][C:19]([O:21]C)=[O:20])=[C:11]([C:25]2[CH:30]=[CH:29][C:28]([F:31])=[CH:27][CH:26]=2)[C:10]2[C:5]1=[CH:6][CH:7]=[CH:8][CH:9]=2)[CH3:3].[OH-].[Na+:33].C(#N)C. Product: [CH3:3][CH:2]([N:4]1[C:12](/[CH:13]=[CH:14]/[CH:15]([OH:24])[CH2:16][CH:17]([OH:23])[CH2:18][C:19]([O-:21])=[O:20])=[C:11]([C:25]2[CH:26]=[CH:27][C:28]([F:31])=[CH:29][CH:30]=2)[C:10]2[CH:9]=[CH:8][CH:7]=[CH:6][C:5]1=2)[CH3:1].[Na+:33]. The catalyst class is: 72.